From a dataset of Full USPTO retrosynthesis dataset with 1.9M reactions from patents (1976-2016). Predict the reactants needed to synthesize the given product. (1) The reactants are: C(#N)C.[OH:4][CH2:5][CH:6]1[CH2:10][C@@H:9]([C:11]2[N:19]3[C:14]([C:15]([NH:20][C@@H:21]4[C:29]5[C:24](=[CH:25][CH:26]=[CH:27][CH:28]=5)[CH2:23][CH2:22]4)=[N:16][CH:17]=[N:18]3)=[CH:13][CH:12]=2)[CH2:8][C@@H:7]1[O:30][C:31](=[O:38])[C:32]1[CH:37]=[CH:36][CH:35]=[CH:34][CH:33]=1.[S:39](Cl)(=[O:42])(=[O:41])[NH2:40]. Given the product [C@@H:21]1([NH:20][C:15]2[C:14]3=[CH:13][CH:12]=[C:11]([C@H:9]4[CH2:8][C@H:7]([O:30][C:31](=[O:38])[C:32]5[CH:33]=[CH:34][CH:35]=[CH:36][CH:37]=5)[CH:6]([CH2:5][O:4][S:39](=[O:42])(=[O:41])[NH2:40])[CH2:10]4)[N:19]3[N:18]=[CH:17][N:16]=2)[C:29]2[C:24](=[CH:25][CH:26]=[CH:27][CH:28]=2)[CH2:23][CH2:22]1, predict the reactants needed to synthesize it. (2) Given the product [CH2:13]([O:9][C:3]1[CH:4]=[CH:5][CH:6]=[C:7]([F:8])[C:2]=1[F:1])[CH2:14][CH2:15][CH3:16], predict the reactants needed to synthesize it. The reactants are: [F:1][C:2]1[C:7]([F:8])=[CH:6][CH:5]=[CH:4][C:3]=1[OH:9].[OH-].[Na+].Br[CH2:13][CH2:14][CH2:15][CH3:16]. (3) Given the product [CH3:19][C:15]1[CH:16]=[CH:17][CH:18]=[C:2]2[C:3]=1[C:4](=[O:5])[N:6]([CH:7]1[CH2:12][CH2:11][C:10](=[O:13])[NH:9][C:8]1=[O:14])[CH:20]=[N:1]2, predict the reactants needed to synthesize it. The reactants are: [NH2:1][C:2]1[CH:18]=[CH:17][CH:16]=[C:15]([CH3:19])[C:3]=1[C:4]([NH:6][CH:7]1[CH2:12][CH2:11][C:10](=[O:13])[NH:9][C:8]1=[O:14])=[O:5].[CH:20](OC)(OC)OC.C1(C)C=CC(S(O)(=O)=O)=CC=1.O. (4) Given the product [CH2:33]([N:30]1[C:25]2=[N:26][C:27]([CH2:28][CH3:29])=[C:22]([CH2:21][NH:20][C:8]([C:7]3[CH:6]=[C:5]([CH:13]=[CH:12][CH:11]=3)[C:3]([O:2][CH3:1])=[O:4])=[O:10])[C:23]([NH:35][CH:36]3[CH2:37][CH2:38][O:39][CH2:40][CH2:41]3)=[C:24]2[CH:32]=[N:31]1)[CH3:34], predict the reactants needed to synthesize it. The reactants are: [CH3:1][O:2][C:3]([C:5]1[CH:6]=[C:7]([CH:11]=[CH:12][CH:13]=1)[C:8]([OH:10])=O)=[O:4].C(OC(Cl)=O)C.[NH2:20][CH2:21][C:22]1[C:27]([CH2:28][CH3:29])=[N:26][C:25]2[N:30]([CH2:33][CH3:34])[N:31]=[CH:32][C:24]=2[C:23]=1[NH:35][CH:36]1[CH2:41][CH2:40][O:39][CH2:38][CH2:37]1. (5) Given the product [CH3:1][O:2][CH:3]1[O:9][C@H:8]([CH3:10])[C@@H:6]([OH:7])[C@H:4]1[OH:5], predict the reactants needed to synthesize it. The reactants are: [CH3:1][O:2][CH:3]1[O:9][C@H:8]([CH2:10]Cl)[C@@H:6]([OH:7])[C@H:4]1[OH:5].C([O-])([O-])=O.[Na+].[Na+].[H][H].[OH-].[Na+]. (6) Given the product [Cl:1][C:2]1[C:10]2[O:9][CH2:8][CH:7]([O:11][CH3:62])[C:6]=2[C:5]([CH:12]2[C@H:17]([O:18][CH2:19][C:20]3[CH:25]=[CH:24][CH:23]=[CH:22][CH:21]=3)[C@@H:16]([O:26][CH2:27][C:28]3[CH:33]=[CH:32][CH:31]=[CH:30][CH:29]=3)[C@H:15]([O:34][CH2:35][C:36]3[CH:41]=[CH:40][CH:39]=[CH:38][CH:37]=3)[C@@H:14]([CH2:42][O:43][CH2:44][C:45]3[CH:46]=[CH:47][CH:48]=[CH:49][CH:50]=3)[O:13]2)=[CH:4][C:3]=1[CH2:51][C:52]1[CH:57]=[CH:56][C:55]([O:58][CH2:59][CH3:60])=[CH:54][CH:53]=1, predict the reactants needed to synthesize it. The reactants are: [Cl:1][C:2]1[C:10]2[O:9][CH2:8][CH:7]([OH:11])[C:6]=2[C:5]([CH:12]2[C@H:17]([O:18][CH2:19][C:20]3[CH:25]=[CH:24][CH:23]=[CH:22][CH:21]=3)[C@@H:16]([O:26][CH2:27][C:28]3[CH:33]=[CH:32][CH:31]=[CH:30][CH:29]=3)[C@H:15]([O:34][CH2:35][C:36]3[CH:41]=[CH:40][CH:39]=[CH:38][CH:37]=3)[C@@H:14]([CH2:42][O:43][CH2:44][C:45]3[CH:50]=[CH:49][CH:48]=[CH:47][CH:46]=3)[O:13]2)=[CH:4][C:3]=1[CH2:51][C:52]1[CH:57]=[CH:56][C:55]([O:58][CH2:59][CH3:60])=[CH:54][CH:53]=1.I[CH3:62].[H-].[Na+]. (7) Given the product [NH2:25][C:9]1[CH:10]=[C:11]2[C:15](=[CH:16][C:8]=1[C:7]([F:6])([F:17])[F:18])[NH:14][N:13]=[CH:12]2, predict the reactants needed to synthesize it. The reactants are: [N+]([O-])([O-])=O.[Na+].[F:6][C:7]([F:18])([F:17])[C:8]1[CH:16]=[C:15]2[C:11]([CH:12]=[N:13][NH:14]2)=[CH:10][CH:9]=1.S(=O)(=O)(O)O.O.[NH3:25].